Dataset: Forward reaction prediction with 1.9M reactions from USPTO patents (1976-2016). Task: Predict the product of the given reaction. (1) Given the reactants [CH2:1]([NH:8][C:9]1[C:14]([C:15]([NH2:17])=[O:16])=[CH:13][N:12]=[C:11](S(C)(=O)=O)[N:10]=1)[C:2]1[CH:7]=[CH:6][CH:5]=[CH:4][CH:3]=1.[CH3:22][O:23][C:24]1[CH:29]=[CH:28][C:27]([NH2:30])=[CH:26][CH:25]=1.[F-].[K+].C(=O)(O)[O-].[Na+], predict the reaction product. The product is: [CH2:1]([NH:8][C:9]1[C:14]([C:15]([NH2:17])=[O:16])=[CH:13][N:12]=[C:11]([NH:30][C:27]2[CH:28]=[CH:29][C:24]([O:23][CH3:22])=[CH:25][CH:26]=2)[N:10]=1)[C:2]1[CH:7]=[CH:6][CH:5]=[CH:4][CH:3]=1. (2) Given the reactants [F:1][C:2]1[CH:3]=[CH:4][C:5]([O:37][CH3:38])=[C:6]([C:8]2[CH:13]=[CH:12][N:11]=[C:10]3[N:14]([S:28]([C:31]4[CH:36]=[CH:35][CH:34]=[CH:33][CH:32]=4)(=[O:30])=[O:29])[C:15]([C:17]4[CH2:22][NH:21][CH2:20][CH2:19][C:18]=4[C:23]([O:25][CH2:26][CH3:27])=[O:24])=[CH:16][C:9]=23)[CH:7]=1.C(N(C(C)C)C(C)C)C.[CH3:48][S:49](Cl)(=[O:51])=[O:50], predict the reaction product. The product is: [F:1][C:2]1[CH:3]=[CH:4][C:5]([O:37][CH3:38])=[C:6]([C:8]2[CH:13]=[CH:12][N:11]=[C:10]3[N:14]([S:28]([C:31]4[CH:32]=[CH:33][CH:34]=[CH:35][CH:36]=4)(=[O:30])=[O:29])[C:15]([C:17]4[CH2:22][N:21]([S:49]([CH3:48])(=[O:51])=[O:50])[CH2:20][CH2:19][C:18]=4[C:23]([O:25][CH2:26][CH3:27])=[O:24])=[CH:16][C:9]=23)[CH:7]=1. (3) The product is: [CH3:1][O:2][C:3]1[CH:4]=[C:5]2[C:10](=[CH:11][C:12]=1[N+:14]([O-:16])=[O:15])[NH:9][C:8](=[O:13])[CH2:7][CH2:6]2. Given the reactants [CH3:1][O:2][C:3]1[CH:4]=[C:5]2[C:10](=[CH:11][CH:12]=1)[NH:9][C:8](=[O:13])[CH2:7][CH2:6]2.[N:14]([O-:16])=[O:15].[Na+], predict the reaction product. (4) The product is: [CH3:25][C:26]1[CH:36]=[CH:35][C:29]([CH:30]=[CH:31][C:32]([NH:2][C@H:3]([C:14]([O:16][CH3:17])=[O:15])[CH2:4][C:5]2[C:13]3[C:8](=[CH:9][CH:10]=[CH:11][CH:12]=3)[NH:7][CH:6]=2)=[O:33])=[CH:28][CH:27]=1. Given the reactants Cl.[NH2:2][C@H:3]([C:14]([O:16][CH3:17])=[O:15])[CH2:4][C:5]1[C:13]2[C:8](=[CH:9][CH:10]=[CH:11][CH:12]=2)[NH:7][CH:6]=1.C(N(CC)CC)C.[CH3:25][C:26]1[CH:36]=[CH:35][C:29]([CH:30]=[CH:31][C:32](O)=[O:33])=[CH:28][CH:27]=1.CCN=C=NCCCN(C)C.Cl, predict the reaction product.